From a dataset of Reaction yield outcomes from USPTO patents with 853,638 reactions. Predict the reaction yield, written as a fraction of the theoretical maximum amount of product (1.0 means a 100% yield; for example, 0.34 means a 34% yield). (1) The reactants are [CH3:1][C:2]1[N:7]=[C:6]([CH2:8][N:9]2[C:17]3[CH:16]=[CH:15][CH:14]=[C:13]([NH2:18])[C:12]=3[CH:11]=[N:10]2)[CH:5]=[CH:4][CH:3]=1.OS(O)(=O)=O.[Cl:24]N1C(=O)CCC1=O.C(=O)([O-])[O-].[Na+].[Na+]. The catalyst is O.C1COCC1. The product is [Cl:24][C:16]1[C:17]2[N:9]([CH2:8][C:6]3[CH:5]=[CH:4][CH:3]=[C:2]([CH3:1])[N:7]=3)[N:10]=[CH:11][C:12]=2[C:13]([NH2:18])=[CH:14][CH:15]=1. The yield is 0.330. (2) The reactants are Cl.Cl.[Cl:3][C:4]1[CH:5]=[C:6]([C:10]2[N:11]=[C:12]([CH:25]3[CH2:30][CH2:29][NH:28][CH2:27][CH2:26]3)[S:13][C:14]=2[C:15]2[CH:20]=[CH:19][N:18]=[C:17]([NH:21][C:22](=[O:24])[CH3:23])[CH:16]=2)[CH:7]=[CH:8][CH:9]=1.[C:31](Cl)(=[O:33])[CH3:32].C(N(CC)CC)C.C(=O)([O-])O.[Na+]. The catalyst is O1CCCC1. The product is [C:31]([N:28]1[CH2:29][CH2:30][CH:25]([C:12]2[S:13][C:14]([C:15]3[CH:20]=[CH:19][N:18]=[C:17]([NH:21][C:22](=[O:24])[CH3:23])[CH:16]=3)=[C:10]([C:6]3[CH:7]=[CH:8][CH:9]=[C:4]([Cl:3])[CH:5]=3)[N:11]=2)[CH2:26][CH2:27]1)(=[O:33])[CH3:32]. The yield is 0.620.